Dataset: NCI-60 drug combinations with 297,098 pairs across 59 cell lines. Task: Regression. Given two drug SMILES strings and cell line genomic features, predict the synergy score measuring deviation from expected non-interaction effect. (1) Drug 1: C1C(C(OC1N2C=NC3=C(N=C(N=C32)Cl)N)CO)O. Drug 2: CC1C(C(CC(O1)OC2CC(CC3=C2C(=C4C(=C3O)C(=O)C5=CC=CC=C5C4=O)O)(C(=O)C)O)N)O. Cell line: CAKI-1. Synergy scores: CSS=34.4, Synergy_ZIP=-11.1, Synergy_Bliss=-12.8, Synergy_Loewe=-14.5, Synergy_HSA=-8.59. (2) Drug 1: CS(=O)(=O)OCCCCOS(=O)(=O)C. Drug 2: C1=NNC2=C1C(=O)NC=N2. Cell line: PC-3. Synergy scores: CSS=5.53, Synergy_ZIP=-3.08, Synergy_Bliss=-3.23, Synergy_Loewe=-2.91, Synergy_HSA=-2.89. (3) Drug 1: CN(C)N=NC1=C(NC=N1)C(=O)N. Drug 2: C1=CC=C(C(=C1)C(C2=CC=C(C=C2)Cl)C(Cl)Cl)Cl. Cell line: UACC62. Synergy scores: CSS=1.90, Synergy_ZIP=-0.569, Synergy_Bliss=-1.47, Synergy_Loewe=-1.77, Synergy_HSA=-1.51. (4) Drug 1: CCCS(=O)(=O)NC1=C(C(=C(C=C1)F)C(=O)C2=CNC3=C2C=C(C=N3)C4=CC=C(C=C4)Cl)F. Drug 2: CC1=C(C(CCC1)(C)C)C=CC(=CC=CC(=CC(=O)O)C)C. Cell line: BT-549. Synergy scores: CSS=-10.1, Synergy_ZIP=3.23, Synergy_Bliss=-1.17, Synergy_Loewe=-7.27, Synergy_HSA=-6.11. (5) Drug 1: C1=CC(=C(C=C1I)F)NC2=C(C=CC(=C2F)F)C(=O)NOCC(CO)O. Drug 2: B(C(CC(C)C)NC(=O)C(CC1=CC=CC=C1)NC(=O)C2=NC=CN=C2)(O)O. Cell line: OVCAR3. Synergy scores: CSS=44.9, Synergy_ZIP=-1.96, Synergy_Bliss=-0.846, Synergy_Loewe=-0.217, Synergy_HSA=1.22. (6) Drug 1: CNC(=O)C1=CC=CC=C1SC2=CC3=C(C=C2)C(=NN3)C=CC4=CC=CC=N4. Drug 2: COCCOC1=C(C=C2C(=C1)C(=NC=N2)NC3=CC=CC(=C3)C#C)OCCOC.Cl. Cell line: HL-60(TB). Synergy scores: CSS=-4.45, Synergy_ZIP=-3.64, Synergy_Bliss=-16.2, Synergy_Loewe=-17.8, Synergy_HSA=-14.9.